This data is from Full USPTO retrosynthesis dataset with 1.9M reactions from patents (1976-2016). The task is: Predict the reactants needed to synthesize the given product. (1) Given the product [OH:11][C:12]12[CH2:21][CH:16]3[CH2:17][CH:18]([CH2:20][C:14]([OH:22])([CH2:15]3)[CH2:13]1)[CH2:19]2.[C:1]12([C:14]([OH:22])=[O:28])[CH2:10][CH:5]3[CH2:6][CH:7]([CH2:9][C:3]([C:32]([OH:34])=[O:33])([CH2:4]3)[CH2:2]1)[CH2:8]2, predict the reactants needed to synthesize it. The reactants are: [CH:1]12[CH2:10][CH:5]3[CH2:6][CH:7]([CH2:9][CH:3]([CH2:4]3)[CH2:2]1)[CH2:8]2.[OH:11][C:12]12[CH2:21][CH:16]3[CH2:17][CH:18]([CH2:20][C:14]([OH:22])([CH2:15]3)[CH2:13]1)[CH2:19]2.ClCCCl.S(=O)(=O)(O)[OH:28].[CH:32]([OH:34])=[O:33]. (2) Given the product [Cl:19][CH2:20][C:21]([N:16]1[CH2:15][CH:14]=[C:13]([C:10]2[CH:9]=[CH:8][C:7]([C:4]3[N:5]=[CH:6][N:2]([CH3:1])[N:3]=3)=[CH:12][CH:11]=2)[CH2:18][CH2:17]1)=[O:22], predict the reactants needed to synthesize it. The reactants are: [CH3:1][N:2]1[CH:6]=[N:5][C:4]([C:7]2[CH:12]=[CH:11][C:10]([C:13]3[CH2:14][CH2:15][NH:16][CH2:17][CH:18]=3)=[CH:9][CH:8]=2)=[N:3]1.[Cl:19][CH2:20][C:21](Cl)=[O:22]. (3) Given the product [CH2:1]([O:3][C:4]([C:6]1[CH:11]=[CH:10][C:9](=[O:12])[NH:8][C:7]=1[C:13]([F:16])([F:14])[F:15])=[O:5])[CH3:2], predict the reactants needed to synthesize it. The reactants are: [CH2:1]([O:3][C:4]([C:6]1[CH2:11][CH2:10][C:9](=[O:12])[NH:8][C:7]=1[C:13]([F:16])([F:15])[F:14])=[O:5])[CH3:2].BrN1C(=O)CCC1=O. (4) Given the product [C:19]([C:7]1[CH:16]=[CH:15][CH:14]=[C:13]2[C:8]=1[CH:9]=[CH:10][CH:11]=[N:12]2)(=[O:21])[CH3:20], predict the reactants needed to synthesize it. The reactants are: FC(F)(F)S(O[C:7]1[CH:16]=[CH:15][CH:14]=[C:13]2[C:8]=1[CH:9]=[CH:10][CH:11]=[N:12]2)(=O)=O.[CH:19]([O:21]CCCC)=[CH2:20].C(=O)([O-])[O-].[K+].[K+].C1(P(C2C=CC=CC=2)CCCP(C2C=CC=CC=2)C2C=CC=CC=2)C=CC=CC=1.Cl. (5) Given the product [C:1]12([CH2:11][O:12][C:13]3[C:21]([Cl:22])=[CH:20][C:16]([C:17]([NH:44][S:41]([N:35]4[CH2:40][CH2:39][O:38][CH2:37][CH2:36]4)(=[O:43])=[O:42])=[O:18])=[C:15]([F:23])[CH:14]=3)[CH2:8][CH:7]3[CH2:9][CH:3]([CH2:4][CH:5]([CH2:6]3)[CH2:10]1)[CH2:2]2, predict the reactants needed to synthesize it. The reactants are: [C:1]12([CH2:11][O:12][C:13]3[C:21]([Cl:22])=[CH:20][C:16]([C:17](O)=[O:18])=[C:15]([F:23])[CH:14]=3)[CH2:10][CH:5]3[CH2:6][CH:7]([CH2:9][CH:3]([CH2:4]3)[CH2:2]1)[CH2:8]2.C(N=C=NCCCN(C)C)C.[N:35]1([S:41]([NH2:44])(=[O:43])=[O:42])[CH2:40][CH2:39][O:38][CH2:37][CH2:36]1. (6) The reactants are: [Br:1][C:2]1[CH:7]=[CH:6][C:5]([SH:8])=[CH:4][CH:3]=1.[O-]CC.[Na+].[CH2:13]([O:15][CH:16]([O:19][CH2:20][CH3:21])[CH2:17]Br)[CH3:14]. Given the product [Br:1][C:2]1[CH:7]=[CH:6][C:5]([S:8][CH2:17][CH:16]([O:19][CH2:20][CH3:21])[O:15][CH2:13][CH3:14])=[CH:4][CH:3]=1, predict the reactants needed to synthesize it. (7) Given the product [C:11]([O:15][C:16]([N:18]1[CH2:25][CH2:24][C:21]2([CH2:23][CH2:22]2)[C:20](=[O:26])[CH2:19]1)=[O:17])([CH3:14])([CH3:12])[CH3:13], predict the reactants needed to synthesize it. The reactants are: C(Cl)(=O)C(Cl)=O.CS(C)=O.[C:11]([O:15][C:16]([N:18]1[CH2:25][CH2:24][C:21]2([CH2:23][CH2:22]2)[CH:20]([OH:26])[CH2:19]1)=[O:17])([CH3:14])([CH3:13])[CH3:12].C(N(CC)CC)C.